From a dataset of Forward reaction prediction with 1.9M reactions from USPTO patents (1976-2016). Predict the product of the given reaction. (1) The product is: [CH3:1][C:2]([S:5](/[N:7]=[CH:31]/[C:30]1[CH:33]=[CH:34][C:27]([C:15]2[C:14]([C:8]3[CH:13]=[CH:12][CH:11]=[CH:10][CH:9]=3)=[CH:23][C:22]3[C:21]4=[N:24][N:25]=[CH:26][N:20]4[CH:19]=[CH:18][C:17]=3[N:16]=2)=[CH:28][CH:29]=1)=[O:6])([CH3:4])[CH3:3]. Given the reactants [CH3:1][C:2]([S:5]([NH2:7])=[O:6])([CH3:4])[CH3:3].[C:8]1([C:14]2[C:15]([C:27]3[CH:34]=[CH:33][C:30]([CH:31]=O)=[CH:29][CH:28]=3)=[N:16][C:17]3[CH:18]=[CH:19][N:20]4[CH:26]=[N:25][N:24]=[C:21]4[C:22]=3[CH:23]=2)[CH:13]=[CH:12][CH:11]=[CH:10][CH:9]=1, predict the reaction product. (2) Given the reactants [C:1]([OH:10])(=[O:9])[CH:2]([CH:4]([C:6]([OH:8])=[O:7])[OH:5])[OH:3].NC1C2C(C3C=CC(NC(NC4C=CC=C(F)C=4)=O)=CC=3)=CSC=2C(C2C=NN(CCO)C=2)=CN=1, predict the reaction product. The product is: [C:1]([OH:10])(=[O:9])[C@@H:2]([C@H:4]([C:6]([OH:8])=[O:7])[OH:5])[OH:3]. (3) Given the reactants [CH2:1]([OH:4])[CH2:2][OH:3].O.[C:6]1([CH3:16])[CH:11]=[CH:10][C:9](S(O)(=O)=O)=[CH:8][CH:7]=1.C([C@:19]12[CH2:32][CH2:31][C:30](=O)[CH2:29][C@H:28]1[CH2:27][CH2:26][C:25]1[CH:24]=[C:23]([C:34]([O:36][CH3:37])=[O:35])[CH:22]=[CH:21][C:20]2=1)C.C([C@@:19]12[CH2:32][CH2:31][C:30](=O)[CH2:29][C@@H:28]1[CH2:27][CH2:26][C:25]1[CH:24]=[C:23]([C:34]([O:36][CH3:37])=[O:35])[CH:22]=[CH:21][C:20]2=1)C, predict the reaction product. The product is: [CH2:16]([C@:19]12[C:20]3[C:25](=[CH:24][C:23]([C:34]([O:36][CH3:37])=[O:35])=[CH:22][CH:21]=3)[CH2:26][CH2:27][C@H:28]1[CH2:29][C:30]1([O:4][CH2:1][CH2:2][O:3]1)[CH2:31][CH2:32]2)[C:6]1[CH:11]=[CH:10][CH:9]=[CH:8][CH:7]=1. (4) The product is: [F:19][C:20]([F:26])([F:25])[C:21]([C:17]1[S:13][C:14]([SH:18])=[N:15][CH:16]=1)([OH:24])[CH2:22][CH3:23]. Given the reactants N(C(C)C)C(C)C.C([Li])CCC.[S:13]1[CH:17]=[CH:16][N:15]=[C:14]1[SH:18].[F:19][C:20]([F:26])([F:25])[C:21](=[O:24])[CH2:22][CH3:23], predict the reaction product. (5) Given the reactants Cl.Cl.[CH3:3][N:4]([CH3:11])[CH:5]1[CH2:10][CH2:9][NH:8][CH2:7][CH2:6]1.C(=O)([O-])[O-].[Cs+].[Cs+].[CH2:18]([O:25][C:26]1[CH:53]=[CH:52][C:51](Br)=[CH:50][C:27]=1[C:28]([NH:30][C:31]1[CH:43]=[C:42]([C:44]2[CH:49]=[CH:48][CH:47]=[CH:46][CH:45]=2)[CH:41]=[CH:40][C:32]=1[C:33]([O:35][C:36]([CH3:39])([CH3:38])[CH3:37])=[O:34])=[O:29])[C:19]1[CH:24]=[CH:23][CH:22]=[CH:21][CH:20]=1.P([O-])([O-])([O-])=O.[K+].[K+].[K+], predict the reaction product. The product is: [CH2:18]([O:25][C:26]1[CH:53]=[CH:52][C:51]([N:8]2[CH2:9][CH2:10][CH:5]([N:4]([CH3:11])[CH3:3])[CH2:6][CH2:7]2)=[CH:50][C:27]=1[C:28]([NH:30][C:31]1[CH:43]=[C:42]([C:44]2[CH:49]=[CH:48][CH:47]=[CH:46][CH:45]=2)[CH:41]=[CH:40][C:32]=1[C:33]([O:35][C:36]([CH3:39])([CH3:38])[CH3:37])=[O:34])=[O:29])[C:19]1[CH:20]=[CH:21][CH:22]=[CH:23][CH:24]=1. (6) Given the reactants BrCC1C=CN2C=1C(Cl)=NC=N2.C([O-])(O)=O.[Na+].Cl[C:19]1[C:24]2=[C:25]([CH2:28][O:29][CH2:30][CH2:31][O:32][CH3:33])[CH:26]=[CH:27][N:23]2[N:22]=[CH:21][N:20]=1.[CH2:34]([N:41]1[C:49]2[C:44](=[CH:45][C:46]([NH2:50])=[CH:47][CH:48]=2)[CH:43]=[N:42]1)[C:35]1[CH:40]=[CH:39][CH:38]=[CH:37][CH:36]=1.FC1C=C(C=CC=1)CN1C2C(=CC(N)=CC=2)C=N1.C(Cl)C1C=CC=CC=1, predict the reaction product. The product is: [CH2:34]([N:41]1[C:49]2[C:44](=[CH:45][C:46]([NH:50][C:19]3[C:24]4=[C:25]([CH2:28][O:29][CH2:30][CH2:31][O:32][CH3:33])[CH:26]=[CH:27][N:23]4[N:22]=[CH:21][N:20]=3)=[CH:47][CH:48]=2)[CH:43]=[N:42]1)[C:35]1[CH:36]=[CH:37][CH:38]=[CH:39][CH:40]=1. (7) Given the reactants Cl[C:2]1[N:11]=[C:10](Cl)[C:9]2[C:4](=[CH:5][C:6]([O:15][CH3:16])=[C:7]([O:13][CH3:14])[CH:8]=2)[N:3]=1.[NH2:17][C:18]1[CH:25]=[CH:24][C:21]([CH2:22][NH2:23])=[CH:20][CH:19]=1.[Cl:26][C:27]1[CH:35]=[CH:34][C:30]([C:31](Cl)=[O:32])=[CH:29][N:28]=1.[CH3:36][NH2:37], predict the reaction product. The product is: [Cl:26][C:27]1[CH:35]=[CH:34][C:30]([C:31]([NH:17][C:18]2[CH:25]=[CH:24][C:21]([CH2:22][NH:23][C:10]3[C:9]4[C:4](=[CH:5][C:6]([O:15][CH3:16])=[C:7]([O:13][CH3:14])[CH:8]=4)[N:3]=[C:2]([NH:37][CH3:36])[N:11]=3)=[CH:20][CH:19]=2)=[O:32])=[CH:29][N:28]=1. (8) Given the reactants [Br:1][C:2]1[C:3]([C:19]([F:22])([F:21])[F:20])=[N:4][N:5]([CH3:18])[C:6]=1[C:7]1[CH:12]=[C:11]([N+:13]([O-])=O)[CH:10]=[CH:9][C:8]=1[O:16][CH3:17], predict the reaction product. The product is: [Br:1][C:2]1[C:3]([C:19]([F:22])([F:20])[F:21])=[N:4][N:5]([CH3:18])[C:6]=1[C:7]1[CH:12]=[C:11]([NH2:13])[CH:10]=[CH:9][C:8]=1[O:16][CH3:17]. (9) Given the reactants [C:1]([N:8]([CH3:28])[CH:9]1[CH2:14][CH2:13][CH:12]([NH:15][CH2:16][C:17]2[CH:18]=[C:19](B(O)O)[CH:20]=[CH:21][C:22]=2[O:23][CH3:24])[CH2:11][CH2:10]1)([O:3][C:4]([CH3:7])([CH3:6])[CH3:5])=[O:2].Br[C:30]1[CH:35]=[CH:34][C:33]([N:36]([CH3:40])[C:37](=[O:39])[CH3:38])=[CH:32][CH:31]=1, predict the reaction product. The product is: [C:37]([N:36]([CH3:40])[C:33]1[CH:34]=[CH:35][C:30]([C:19]2[CH:20]=[CH:21][C:22]([O:23][CH3:24])=[C:17]([CH2:16][NH:15][CH:12]3[CH2:13][CH2:14][CH:9]([N:8]([CH3:28])[C:1](=[O:2])[O:3][C:4]([CH3:7])([CH3:6])[CH3:5])[CH2:10][CH2:11]3)[CH:18]=2)=[CH:31][CH:32]=1)(=[O:39])[CH3:38].